From a dataset of Forward reaction prediction with 1.9M reactions from USPTO patents (1976-2016). Predict the product of the given reaction. Given the reactants Cl[C:2]1[N:11]=[C:10]([C:12]2[CH:17]=[CH:16][CH:15]=[CH:14][CH:13]=2)[C:9]2[C:4](=[CH:5][CH:6]=[C:7]([Cl:18])[CH:8]=2)[N:3]=1.[CH3:19][NH:20][NH2:21], predict the reaction product. The product is: [Cl:18][C:7]1[CH:8]=[C:9]2[C:4](=[CH:5][CH:6]=1)[N:3]=[C:2]([N:20]([CH3:19])[NH2:21])[N:11]=[C:10]2[C:12]1[CH:17]=[CH:16][CH:15]=[CH:14][CH:13]=1.